Dataset: Experimentally validated miRNA-target interactions with 360,000+ pairs, plus equal number of negative samples. Task: Binary Classification. Given a miRNA mature sequence and a target amino acid sequence, predict their likelihood of interaction. (1) The miRNA is hsa-miR-1273h-5p with sequence CUGGGAGGUCAAGGCUGCAGU. The protein sequence of the target gene is MAGEGDQQDAAHNMGNHLPLLPAESEEEDEMEVEDQDSKEAKKPNIINFDTSLPTSHTYLGADMEEFHGRTLHDDDSCQVIPVLPQVMMILIPGQTLPLQLFHPQEVSMVRNLIQKDRTFAVLAYSNVQEREAQFGTTAEIYAYREEQDFGIEIVKVKAIGRQRFKVLELRTQSDGIQQAKVQILPECVLPSTMSAVQLESLNKCQIFPSKPVSREDQCSYKWWQKYQKRKFHCANLTSWPRWLYSLYDAETLMDRIKKQLREWDENLKDDSLPSNPIDFSYRVAACLPIDDVLRIQLLK.... Result: 0 (no interaction). (2) The miRNA is hsa-miR-6743-5p with sequence AAGGGGCAGGGACGGGUGGCCC. The protein sequence of the target gene is MAAYKLVLIRHGESTWNLENRFSCWYDADLSPAGHEEAKRGGQALRDAGYEFDICLTSVQKRVIRTLWTVLDAIDQMWLPVVRTWRLNERHYGGLTGLNKAETAAKHGEAQVKIWRRSYDVPPPPMEPDHPFYSNISKDRRYADLTEDQLPSYESPKDTIARALPFWNEEIVPQIKEGKRVLIAAHGNSLQGIAKHVEGLSEEAIMELNLPTGIPIVYELDKNLKPIKPMQFLGDEETVCKAIEAVAAQGKAKK. Result: 1 (interaction). (3) The miRNA is hsa-let-7a-5p with sequence UGAGGUAGUAGGUUGUAUAGUU. The protein sequence of the target gene is MRPGGERPVEGGACNGRSELELLKLRSAECIDEAAERLGALSRAIWSQPELAYEEHHAHRVLTHFFEREPPAASWAVQPHYQLPTAFRAEWEPPEARAPSATPRPLHLGFLCEYDALPGIGHACGHNLIAEVGAAAALGVRGALEGLPRPPPPVKVVVLGTPAEEDGGGKIDLIEAGAFTNLDVVFMAHPSQENAAYLPDMAEHDVTVKYYGKASHSASYPWEGLNALDAAVLAYNNLSVFRQQMKPTWRVHGIIKNGGVKPNIIPSYSELIYYFRAPSMKELQVLTKKAEDCFRAAALA.... Result: 1 (interaction). (4) The protein sequence of the target gene is MKRPKLKKASKRMTCHKRYKIQKKVREHHRKLRKEAKKRGHKKPRKDPGVPNSAPFKEALLREAELRKQRLEELKQQQKLDRQKELEKKRKLETNPDIKPSNVEPMEKEFGLCKTENKAKSGKQNSKKLYCQELKKVIEASDVVLEVLDARDPLGCRCPQVEEAIVQSGQKKLVLILNKSDLVPKENLESWLNYLKKELPTVVFRASTKPKDKGKITKRVKAKKNAAPFRSEVCFGKEGLWKLLGGFQETCSKAIRVGVIGFPNVGKSSIINSLKQEQMCNVGVSMGLTRSMQVVPLDKQ.... The miRNA is hsa-miR-211-5p with sequence UUCCCUUUGUCAUCCUUCGCCU. Result: 0 (no interaction). (5) The miRNA is hsa-miR-19a-3p with sequence UGUGCAAAUCUAUGCAAAACUGA. The protein sequence of the target gene is MAAAPTQIEAELYYLIARFLQSGPCNKSAQVLVQELEEHQLIPRRLDWEGKEHRRSFEDLVAANAHIPPDYLLKICERIGPLLDKEIPQSVPGVQTLLGVGRQSLLRDAKDCKSTLWNGSAFAALHRGRPPELPVNYVKPPNVVNITSARQLTGCSRFGHIFPSSAYQHIKMHKRILGHLSSVYCVAFDRSGRRIFTGSDDCLVKIWATDDGRLLATLRGHSAEISDMAVNYENTLIAAGSCDKVVRVWCLRTCAPVAVLQGHSASITSIQFCPSTKGTNRYLTSTGADGTICFWQWHVK.... Result: 1 (interaction). (6) The miRNA is hsa-miR-6128 with sequence ACUGGAAUUGGAGUCAAAA. The protein sequence of the target gene is MTVRGDVLAPDPASPTTAAASPSVSVIPEGSPTAMEQPVFLMTTAAQAISGFFVWTALLITCHQIYMHLRCYSCPNEQRYIVRILFIVPIYAFDSWLSLLFFTNDQYYVYFGTVRDCYEALVIYNFLSLCYEYLGGESSIMSEIRGKPIESSCMYGTCCLWGKTYSIGFLRFCKQATLQFCVVKPLMAVSTVVLQAFGKYRDGDFDVTSGYLYVTIIYNISVSLALYALFLFYFATRELLSPYSPVLKFFMVKSVIFLSFWQGMLLAILEKCGAIPKIHSARVSVGEGTVAAGYQDFIIC.... Result: 1 (interaction).